Regression. Given two drug SMILES strings and cell line genomic features, predict the synergy score measuring deviation from expected non-interaction effect. From a dataset of NCI-60 drug combinations with 297,098 pairs across 59 cell lines. Drug 1: CCC1(CC2CC(C3=C(CCN(C2)C1)C4=CC=CC=C4N3)(C5=C(C=C6C(=C5)C78CCN9C7C(C=CC9)(C(C(C8N6C=O)(C(=O)OC)O)OC(=O)C)CC)OC)C(=O)OC)O.OS(=O)(=O)O. Drug 2: COCCOC1=C(C=C2C(=C1)C(=NC=N2)NC3=CC=CC(=C3)C#C)OCCOC.Cl. Synergy scores: CSS=4.88, Synergy_ZIP=1.87, Synergy_Bliss=5.88, Synergy_Loewe=4.83, Synergy_HSA=5.01. Cell line: T-47D.